Predict the product of the given reaction. From a dataset of Forward reaction prediction with 1.9M reactions from USPTO patents (1976-2016). Given the reactants [Cl:1][C:2]1[CH:21]=[C:20]([C:22]([F:25])([F:24])[F:23])[CH:19]=[CH:18][C:3]=1[CH2:4][N:5]1[C:9]([CH2:10][CH2:11][C:12](O)=[O:13])=[CH:8][C:7]([CH:15]2[CH2:17][CH2:16]2)=[N:6]1.[CH2:26]([S:31]([NH2:34])(=[O:33])=[O:32])[CH2:27][CH2:28][CH2:29][CH3:30].N12CCCN=C1CCCCC2.Cl, predict the reaction product. The product is: [Cl:1][C:2]1[CH:21]=[C:20]([C:22]([F:24])([F:25])[F:23])[CH:19]=[CH:18][C:3]=1[CH2:4][N:5]1[C:9]([CH2:10][CH2:11][C:12]([NH:34][S:31]([CH2:26][CH2:27][CH2:28][CH2:29][CH3:30])(=[O:33])=[O:32])=[O:13])=[CH:8][C:7]([CH:15]2[CH2:17][CH2:16]2)=[N:6]1.